Dataset: Catalyst prediction with 721,799 reactions and 888 catalyst types from USPTO. Task: Predict which catalyst facilitates the given reaction. Reactant: [Cl:1][C:2]1[C:7]([O:8][CH3:9])=[C:6]([O:10][CH3:11])[CH:5]=[CH:4][C:3]=1[CH2:12][CH:13]([NH:15][CH:16]=O)[CH3:14].C(Cl)(=O)C(Cl)=O.Cl. Product: [Cl:1][C:2]1[C:7]([O:8][CH3:9])=[C:6]([O:10][CH3:11])[CH:5]=[C:4]2[C:3]=1[CH2:12][CH:13]([CH3:14])[N:15]=[CH:16]2. The catalyst class is: 2.